Dataset: Full USPTO retrosynthesis dataset with 1.9M reactions from patents (1976-2016). Task: Predict the reactants needed to synthesize the given product. (1) Given the product [CH2:1]([C:3]1[CH:4]=[CH:5][C:6]([CH:9]([OH:17])[CH2:10][O:20][C:21]2[CH:28]=[CH:27][C:24]([CH:25]=[O:26])=[CH:23][CH:22]=2)=[N:7][CH:8]=1)[CH3:2], predict the reactants needed to synthesize it. The reactants are: [CH2:1]([C:3]1[CH:4]=[CH:5][C:6]([CH:9]=[CH2:10])=[N:7][CH:8]=1)[CH3:2].BrN1C(=[O:17])CCC1=O.[K].[OH:20][C:21]1[CH:28]=[CH:27][C:24]([CH:25]=[O:26])=[CH:23][CH:22]=1. (2) Given the product [C@H:1]1([NH:10][C:11]([N:13]2[C:21](=[O:22])[C:20]3[C:15](=[N:16][C:17]([Cl:24])=[CH:18][C:19]=3[CH3:23])[N:14]2[CH3:27])=[O:12])[C:9]2[C:4](=[CH:5][CH:6]=[CH:7][CH:8]=2)[CH2:3][CH2:2]1, predict the reactants needed to synthesize it. The reactants are: [C@H:1]1([NH:10][C:11]([N:13]2[C:21](=[O:22])[C:20]3[C:15](=[N:16][C:17]([Cl:24])=[CH:18][C:19]=3[CH3:23])[NH:14]2)=[O:12])[C:9]2[C:4](=[CH:5][CH:6]=[CH:7][CH:8]=2)[CH2:3][CH2:2]1.IC.[CH2:27](N(CC)CC)C. (3) Given the product [F:19][C:18]([F:20])([F:21])[C:15]1[N:13]2[N:14]=[C:9]([N:2]3[CH2:3][CH:4]4[CH2:8][N:7]([CH2:29][C:27]5[CH:26]=[CH:25][NH:24][C:23](=[O:22])[CH:28]=5)[CH2:6][CH:5]4[CH2:1]3)[CH:10]=[CH:11][C:12]2=[N:17][N:16]=1, predict the reactants needed to synthesize it. The reactants are: [CH2:1]1[CH:5]2[CH2:6][NH:7][CH2:8][CH:4]2[CH2:3][N:2]1[C:9]1[CH:10]=[CH:11][C:12]2[N:13]([C:15]([C:18]([F:21])([F:20])[F:19])=[N:16][N:17]=2)[N:14]=1.[OH:22][C:23]1[CH:28]=[C:27]([CH:29]=O)[CH:26]=[CH:25][N:24]=1. (4) Given the product [CH2:11]([C:7]1[C:6]([C:4]([OH:5])=[O:3])=[CH:10][O:9][N:8]=1)[CH2:12][CH2:13][CH3:14], predict the reactants needed to synthesize it. The reactants are: C([O:3][C:4]([C:6]1[C:7]([CH2:11][CH2:12][CH2:13][CH3:14])=[N:8][O:9][CH:10]=1)=[O:5])C.O.[OH-].[Li+].CO.Cl. (5) The reactants are: [Br:1][C:2]1[CH:7]=[CH:6][CH:5]=[CH:4][C:3]=1[NH:8][C:9]([NH:11][C:12]1[CH:17]=[CH:16][C:15]([Cl:18])=[C:14]([S:19]([NH:22][CH2:23][CH2:24][CH2:25][NH:26]C(OC(C)(C)C)=O)(=[O:21])=[O:20])[C:13]=1[OH:34])=[O:10].[F:35][C:36]([F:41])([F:40])[C:37]([OH:39])=[O:38]. Given the product [F:35][C:36]([F:41])([F:40])[C:37]([OH:39])=[O:38].[NH2:26][CH2:25][CH2:24][CH2:23][NH:22][S:19]([C:14]1[C:13]([OH:34])=[C:12]([NH:11][C:9]([NH:8][C:3]2[CH:4]=[CH:5][CH:6]=[CH:7][C:2]=2[Br:1])=[O:10])[CH:17]=[CH:16][C:15]=1[Cl:18])(=[O:21])=[O:20], predict the reactants needed to synthesize it.